This data is from Merck oncology drug combination screen with 23,052 pairs across 39 cell lines. The task is: Regression. Given two drug SMILES strings and cell line genomic features, predict the synergy score measuring deviation from expected non-interaction effect. (1) Drug 1: CC1CC2C3CCC4=CC(=O)C=CC4(C)C3(F)C(O)CC2(C)C1(O)C(=O)CO. Drug 2: CCc1cnn2c(NCc3ccc[n+]([O-])c3)cc(N3CCCCC3CCO)nc12. Cell line: A427. Synergy scores: synergy=8.23. (2) Drug 1: C=CCn1c(=O)c2cnc(Nc3ccc(N4CCN(C)CC4)cc3)nc2n1-c1cccc(C(C)(C)O)n1. Drug 2: NC1(c2ccc(-c3nc4ccn5c(=O)[nH]nc5c4cc3-c3ccccc3)cc2)CCC1. Cell line: RKO. Synergy scores: synergy=11.2.